Dataset: NCI-60 drug combinations with 297,098 pairs across 59 cell lines. Task: Regression. Given two drug SMILES strings and cell line genomic features, predict the synergy score measuring deviation from expected non-interaction effect. (1) Drug 1: C1CCC(CC1)NC(=O)N(CCCl)N=O. Drug 2: CC1C(C(CC(O1)OC2CC(OC(C2O)C)OC3=CC4=CC5=C(C(=O)C(C(C5)C(C(=O)C(C(C)O)O)OC)OC6CC(C(C(O6)C)O)OC7CC(C(C(O7)C)O)OC8CC(C(C(O8)C)O)(C)O)C(=C4C(=C3C)O)O)O)O. Cell line: SK-MEL-2. Synergy scores: CSS=16.5, Synergy_ZIP=-4.79, Synergy_Bliss=1.19, Synergy_Loewe=-0.662, Synergy_HSA=-0.263. (2) Drug 1: C1C(C(OC1N2C=NC(=NC2=O)N)CO)O. Drug 2: CC1C(C(CC(O1)OC2CC(CC3=C2C(=C4C(=C3O)C(=O)C5=CC=CC=C5C4=O)O)(C(=O)C)O)N)O. Cell line: PC-3. Synergy scores: CSS=53.1, Synergy_ZIP=-3.49, Synergy_Bliss=-1.62, Synergy_Loewe=-13.2, Synergy_HSA=3.42.